Task: Predict the reactants needed to synthesize the given product.. Dataset: Full USPTO retrosynthesis dataset with 1.9M reactions from patents (1976-2016) Given the product [C:1]1([N:7]2[CH:12]=[CH:11][C:10]([CH2:13][C:14]3[N:15]=[N:16][NH:17][CH:18]=3)=[C:9]([OH:19])[C:8]2=[O:21])[CH:2]=[CH:3][CH:4]=[CH:5][CH:6]=1, predict the reactants needed to synthesize it. The reactants are: [C:1]1([N:7]2[CH:12]=[CH:11][C:10]([CH2:13][C:14]3[N:15]=[N:16][NH:17][CH:18]=3)=[C:9]([O:19]C)[C:8]2=[O:21])[CH:6]=[CH:5][CH:4]=[CH:3][CH:2]=1.B(Br)(Br)Br.C(Cl)Cl.